This data is from Forward reaction prediction with 1.9M reactions from USPTO patents (1976-2016). The task is: Predict the product of the given reaction. (1) Given the reactants [OH-].[Na+].[Cl:3][C:4]1[CH:11]=[CH:10][C:7]([CH2:8][SH:9])=[CH:6][CH:5]=1.Cl[CH2:13][CH2:14][C:15]1[CH:20]=[CH:19][C:18]([F:21])=[CH:17][CH:16]=1, predict the reaction product. The product is: [Cl:3][C:4]1[CH:11]=[CH:10][C:7]([CH2:8][S:9][CH2:13][CH2:14][C:15]2[CH:20]=[CH:19][C:18]([F:21])=[CH:17][CH:16]=2)=[CH:6][CH:5]=1. (2) Given the reactants [Cl:1][C:2]1[N:10]=[CH:9][CH:8]=[CH:7][C:3]=1[C:4](Cl)=[O:5].[O:11]([C:18]1[CH:24]=[CH:23][C:21]([NH2:22])=[CH:20][CH:19]=1)[C:12]1[CH:17]=[CH:16][CH:15]=[CH:14][CH:13]=1.CCN(C(C)C)C(C)C, predict the reaction product. The product is: [Cl:1][C:2]1[C:3]([C:4]([NH:22][C:21]2[CH:20]=[CH:19][C:18]([O:11][C:12]3[CH:17]=[CH:16][CH:15]=[CH:14][CH:13]=3)=[CH:24][CH:23]=2)=[O:5])=[CH:7][CH:8]=[CH:9][N:10]=1. (3) Given the reactants [CH3:1][C:2]1[CH:23]=[C:22]([CH3:24])[C:21]([C:25]2[NH:29][C:28]([CH2:30][CH:31]3[CH2:35][CH2:34][O:33][CH2:32]3)=[N:27][N:26]=2)=[CH:20][C:3]=1[C:4]([N:6]1[CH2:11][CH2:10][CH:9]([C:12]2[CH:19]=[CH:18][C:15]([C:16]#[N:17])=[CH:14][CH:13]=2)[CH2:8][CH2:7]1)=[O:5].O1CCC(C(NN)=O)CC1.O1CCC(CC(NN)=O)C1, predict the reaction product. The product is: [CH3:1][C:2]1[CH:23]=[C:22]([CH3:24])[C:21]([C:25]2[NH:29][C:28]([CH:30]3[CH2:35][CH2:34][O:33][CH2:32][CH2:31]3)=[N:27][N:26]=2)=[CH:20][C:3]=1[C:4]([N:6]1[CH2:11][CH2:10][CH:9]([C:12]2[CH:19]=[CH:18][C:15]([C:16]#[N:17])=[CH:14][CH:13]=2)[CH2:8][CH2:7]1)=[O:5]. (4) Given the reactants Cl[C:2]1[N:7]=[N:6][C:5]2[NH:8][CH:9]=[CH:10][C:4]=2[CH:3]=1.[C:11]([O:15][C:16]([N:18]1[CH2:23][CH2:22][CH:21]([N:24]2[CH:28]=[C:27](B3OC(C)(C)C(C)(C)O3)[CH:26]=[N:25]2)[CH2:20][CH2:19]1)=[O:17])([CH3:14])([CH3:13])[CH3:12].C(=O)([O-])[O-].[Cs+].[Cs+], predict the reaction product. The product is: [N:6]1[C:5]2[NH:8][CH:9]=[CH:10][C:4]=2[CH:3]=[C:2]([C:27]2[CH:26]=[N:25][N:24]([CH:21]3[CH2:20][CH2:19][N:18]([C:16]([O:15][C:11]([CH3:14])([CH3:13])[CH3:12])=[O:17])[CH2:23][CH2:22]3)[CH:28]=2)[N:7]=1. (5) Given the reactants [F:1][C:2]([F:13])([F:12])[C:3]1[CH:11]=[C:10]2[C:6]([CH:7]=[CH:8][NH:9]2)=[CH:5][CH:4]=1.[H-].[Na+].Br[CH2:17][C:18]([O:20][CH3:21])=[O:19], predict the reaction product. The product is: [F:13][C:2]([F:1])([F:12])[C:3]1[CH:11]=[C:10]2[C:6]([CH:7]=[CH:8][N:9]2[CH2:17][C:18]([O:20][CH3:21])=[O:19])=[CH:5][CH:4]=1. (6) Given the reactants CC(OI1(OC(C)=O)(OC(C)=O)OC(=O)C2C=CC=CC1=2)=O.[F:23][C:24]1[C:25](=[O:40])[NH:26][C:27]2[C:32]([CH:33]=1)=[CH:31][CH:30]=[C:29]([O:34][CH2:35][CH2:36][CH2:37][CH2:38]O)[N:28]=2.[O-]S([O-])(=S)=O.[Na+].[Na+].C(C1C(NC(=O)C(C)(C)C)=NC(OCCCCOC2CCCCO2)=CC=1)=O.Cl.[Cl:76][C:77]1[C:82]([Cl:83])=[CH:81][CH:80]=[CH:79][C:78]=1[N:84]1[CH2:89][CH2:88][NH:87][CH2:86][CH2:85]1.CCN(CC)CC.[BH-](OC(C)=O)(OC(C)=O)OC(C)=O.[Na+], predict the reaction product. The product is: [Cl:76][C:77]1[C:82]([Cl:83])=[CH:81][CH:80]=[CH:79][C:78]=1[N:84]1[CH2:89][CH2:88][N:87]([CH2:38][CH2:37][CH2:36][CH2:35][O:34][C:29]2[N:28]=[C:27]3[C:32]([CH:33]=[C:24]([F:23])[C:25](=[O:40])[NH:26]3)=[CH:31][CH:30]=2)[CH2:86][CH2:85]1. (7) Given the reactants Br[C:2]1[CH:3]=[C:4]([C:8]2[O:9][C:10]([C:13]3[CH:22]=[CH:21][C:20]4[C:15](=[CH:16][CH:17]=[CH:18][CH:19]=4)[CH:14]=3)=[N:11][N:12]=2)[CH:5]=[CH:6][CH:7]=1.[Na+].[I-:24].CN[C@@H]1CCCC[C@H]1NC.O1CCOCC1, predict the reaction product. The product is: [I:24][C:2]1[CH:3]=[C:4]([C:8]2[O:9][C:10]([C:13]3[CH:22]=[CH:21][C:20]4[C:15](=[CH:16][CH:17]=[CH:18][CH:19]=4)[CH:14]=3)=[N:11][N:12]=2)[CH:5]=[CH:6][CH:7]=1. (8) Given the reactants [Br:1][C:2]1[CH:10]=[CH:9][C:5]([C:6]([OH:8])=O)=[CH:4][C:3]=1[O:11][CH3:12].CCN(C(C)C)C(C)C.Cl.[F:23][CH2:24][CH2:25][NH2:26].CN(C(ON1N=NC2C=CC=NC1=2)=[N+](C)C)C.F[P-](F)(F)(F)(F)F.C(=O)(O)[O-].[Na+], predict the reaction product. The product is: [Br:1][C:2]1[CH:10]=[CH:9][C:5]([C:6]([NH:26][CH2:25][CH2:24][F:23])=[O:8])=[CH:4][C:3]=1[O:11][CH3:12]. (9) Given the reactants [C:1]([O:6][CH2:7][CH:8](OCC)[O:9]CC)(=[O:5])[CH2:2][CH2:3][CH3:4].C(O)(C(F)(F)F)=O.O, predict the reaction product. The product is: [O:9]=[CH:8][CH2:7][O:6][C:1](=[O:5])[CH2:2][CH2:3][CH3:4].